From a dataset of Full USPTO retrosynthesis dataset with 1.9M reactions from patents (1976-2016). Predict the reactants needed to synthesize the given product. (1) Given the product [CH:25]1([NH:28][C:29](=[O:36])[CH2:30][C@H:31]2[CH2:35][CH2:34][N:33]([C:21]([C:6]3[CH:7]=[C:8]4[C:3](=[CH:4][CH:5]=3)[N:2]([CH3:1])[C:14]3[CH2:13][CH2:12][CH:11]([CH:15]5[CH2:16][CH2:17][O:18][CH2:19][CH2:20]5)[CH2:10][C:9]4=3)=[O:22])[CH2:32]2)[CH2:26][CH2:27]1, predict the reactants needed to synthesize it. The reactants are: [CH3:1][N:2]1[C:14]2[CH2:13][CH2:12][CH:11]([CH:15]3[CH2:20][CH2:19][O:18][CH2:17][CH2:16]3)[CH2:10][C:9]=2[C:8]2[C:3]1=[CH:4][CH:5]=[C:6]([C:21](O)=[O:22])[CH:7]=2.Cl.[CH:25]1([NH:28][C:29](=[O:36])[CH2:30][C@H:31]2[CH2:35][CH2:34][NH:33][CH2:32]2)[CH2:27][CH2:26]1.F[P-](F)(F)(F)(F)F.N1(OC(N(C)C)=[N+](C)C)C2N=CC=CC=2N=N1.C(N(CC)C(C)C)(C)C. (2) Given the product [Cl:1][C:2]1[N:7]=[N:6][CH:5]=[C:4]([NH:8][C@H:9]2[CH2:14][CH2:13][CH2:12][CH2:11][C@H:10]2[C:15]([NH:36][CH2:35][C:34]([F:38])([F:37])[F:33])=[O:17])[CH:3]=1, predict the reactants needed to synthesize it. The reactants are: [Cl:1][C:2]1[N:7]=[N:6][CH:5]=[C:4]([NH:8][C@H:9]2[CH2:14][CH2:13][CH2:12][CH2:11][C@H:10]2[C:15]([OH:17])=O)[CH:3]=1.C1C=CC2N(O)N=NC=2C=1.C(Cl)CCl.Cl.[F:33][C:34]([F:38])([F:37])[CH2:35][NH2:36]. (3) Given the product [CH2:1]([O:3][C:4]([C:6]1[NH:7][C:8]2[C:13]([CH:14]=1)=[C:12]([O:15][C:16]1[CH:21]=[C:20]([F:22])[CH:19]=[C:18]([F:23])[C:17]=1[NH2:24])[CH:11]=[CH:10][CH:9]=2)=[O:5])[CH3:2], predict the reactants needed to synthesize it. The reactants are: [CH2:1]([O:3][C:4]([C:6]1[NH:7][C:8]2[C:13]([CH:14]=1)=[C:12]([O:15][C:16]1[CH:21]=[C:20]([F:22])[CH:19]=[C:18]([F:23])[C:17]=1[N+:24]([O-])=O)[CH:11]=[CH:10][CH:9]=2)=[O:5])[CH3:2]. (4) Given the product [NH2:22][C:17]1[N:18]=[C:19]([N:30]2[CH2:29][CH2:28][C:27]3([CH2:23][N:24]([C:38]([O:40][CH2:41][C:42]4[CH:43]=[CH:44][CH:45]=[CH:46][CH:47]=4)=[O:39])[C@H:25]([C:33]([O:35][CH2:36][CH3:37])=[O:34])[CH2:26]3)[CH2:32][CH2:31]2)[CH:20]=[C:15]([O:14][C@H:9]([C:3]2[CH:4]=[CH:5][C:6]([Cl:8])=[CH:7][C:2]=2[Br:1])[C:10]([F:13])([F:12])[F:11])[N:16]=1, predict the reactants needed to synthesize it. The reactants are: [Br:1][C:2]1[CH:7]=[C:6]([Cl:8])[CH:5]=[CH:4][C:3]=1[C@@H:9]([O:14][C:15]1[CH:20]=[C:19](Cl)[N:18]=[C:17]([NH2:22])[N:16]=1)[C:10]([F:13])([F:12])[F:11].[CH2:23]1[C:27]2([CH2:32][CH2:31][NH:30][CH2:29][CH2:28]2)[CH2:26][C@@H:25]([C:33]([O:35][CH2:36][CH3:37])=[O:34])[N:24]1[C:38]([O:40][CH2:41][C:42]1[CH:47]=[CH:46][CH:45]=[CH:44][CH:43]=1)=[O:39].C([O-])(O)=O.[Na+]. (5) Given the product [Cl:25][C:26]1[CH:27]=[C:28]([C:31](=[N:32][O:19][C:18]([C@H:15]2[CH2:14][N:8]3[C:9](=[O:13])[C:10]4[CH:11]=[N:12][C:2]([F:1])=[CH:3][C:4]=4[CH2:5][CH2:6][C@@H:7]3[CH2:17][CH2:16]2)=[O:20])[NH2:33])[NH:29][CH:30]=1, predict the reactants needed to synthesize it. The reactants are: [F:1][C:2]1[N:12]=[CH:11][C:10]2[C:9](=[O:13])[N:8]3[CH2:14][C@H:15]([C:18]([OH:20])=[O:19])[CH2:16][CH2:17][C@H:7]3[CH2:6][CH2:5][C:4]=2[CH:3]=1.S(Cl)(Cl)=O.[Cl:25][C:26]1[CH:27]=[C:28]([C:31](=[N:33]O)[NH2:32])[NH:29][CH:30]=1.C(N(CC)CC)C. (6) Given the product [NH2:67][CH2:68][CH2:69][CH2:70][NH:71][C:4](=[O:5])[C:3]1[CH:7]=[CH:8][C:9]([C:11]2[N:16]=[C:15]3[N:17]([CH2:20][C:21]4[CH:22]=[C:23]5[C:28](=[CH:29][CH:30]=4)[N:27]=[CH:26][CH:25]=[CH:24]5)[N:18]=[N:19][C:14]3=[CH:13][CH:12]=2)=[CH:10][C:2]=1[F:1], predict the reactants needed to synthesize it. The reactants are: [F:1][C:2]1[CH:10]=[C:9]([C:11]2[N:16]=[C:15]3[N:17]([CH2:20][C:21]4[CH:22]=[C:23]5[C:28](=[CH:29][CH:30]=4)[N:27]=[CH:26][CH:25]=[CH:24]5)[N:18]=[N:19][C:14]3=[CH:13][CH:12]=2)[CH:8]=[CH:7][C:3]=1[C:4](O)=[O:5].CN(C=O)C.CN(C(ON1N=NC2C=CC=NC1=2)=[N+](C)C)C.F[P-](F)(F)(F)(F)F.C([NH:67][CH2:68][CH2:69][CH2:70][NH2:71])(OC(C)(C)C)=O.